From a dataset of Reaction yield outcomes from USPTO patents with 853,638 reactions. Predict the reaction yield, written as a fraction of the theoretical maximum amount of product (1.0 means a 100% yield; for example, 0.34 means a 34% yield). (1) The reactants are [NH:1]1[CH2:6][CH2:5][CH:4]([CH2:7][OH:8])[CH2:3][CH2:2]1.[CH3:9][O:10][C:11]1[CH:18]=[CH:17][C:14]([CH:15]=O)=[CH:13][CH:12]=1.C(O)(=O)C.[BH-](OC(C)=O)(OC(C)=O)OC(C)=O.[Na+]. The catalyst is C1COCC1.ClCCCl.C(Cl)Cl.[OH-].[Na+]. The product is [CH3:9][O:10][C:11]1[CH:18]=[CH:17][C:14]([CH2:15][N:1]2[CH2:6][CH2:5][CH:4]([CH2:7][OH:8])[CH2:3][CH2:2]2)=[CH:13][CH:12]=1. The yield is 0.460. (2) The product is [CH3:11][O:12][C:13]([C:15]1[NH:19][C:18]2[C:20]([Br:23])=[CH:21][S:22][C:17]=2[C:16]=1[I:9])=[O:14]. The yield is 0.680. The catalyst is CC(C)=O. The reactants are ClN1C(=O)CCC1=O.[I-:9].[Na+].[CH3:11][O:12][C:13]([C:15]1[NH:19][C:18]2[C:20]([Br:23])=[CH:21][S:22][C:17]=2[CH:16]=1)=[O:14].[O-]S([O-])=O.[Na+].[Na+]. (3) The reactants are [NH:1]1[CH:5]=[C:4]([CH2:6][N:7]2[CH:11]=[C:10]([C:12]([OH:14])=O)[CH:9]=[N:8]2)[N:3]=[N:2]1.C(N(C(C)C)CC)(C)C.F[B-](F)(F)F.N1(OC(N(C)C)=[N+](C)C)C2C=CC=CC=2N=N1.[CH2:46]1[C:54]2[C:49](=[CH:50][CH:51]=[CH:52][CH:53]=2)[CH2:48][CH:47]1[NH:55][C:56]1[N:57]=[CH:58][C:59]2[CH2:65][NH:64][CH2:63][CH2:62][C:60]=2[N:61]=1. The catalyst is CS(C)=O. The product is [CH2:46]1[C:54]2[C:49](=[CH:50][CH:51]=[CH:52][CH:53]=2)[CH2:48][CH:47]1[NH:55][C:56]1[N:57]=[CH:58][C:59]2[CH2:65][N:64]([C:12]([C:10]3[CH:9]=[N:8][N:7]([CH2:6][C:4]4[N:3]=[N:2][NH:1][CH:5]=4)[CH:11]=3)=[O:14])[CH2:63][CH2:62][C:60]=2[N:61]=1. The yield is 0.180. (4) The reactants are [Li+].CC([N-]C(C)C)C.[C:9]1([C@:15]2([CH2:27][N:28]3[CH:32]=[N:31][CH:30]=[N:29]3)[C@@H:17]([C:18]3[CH:23]=[CH:22][C:21]([Cl:24])=[C:20]([Cl:25])[C:19]=3[Cl:26])[O:16]2)[CH:14]=[CH:13][CH:12]=[CH:11][CH:10]=1.[CH3:33][S:34]SC.[Cl-].[NH4+]. The catalyst is O1CCCC1. The product is [C:9]1([C@:15]2([CH2:27][N:28]3[C:32]([S:34][CH3:33])=[N:31][CH:30]=[N:29]3)[C@@H:17]([C:18]3[CH:23]=[CH:22][C:21]([Cl:24])=[C:20]([Cl:25])[C:19]=3[Cl:26])[O:16]2)[CH:10]=[CH:11][CH:12]=[CH:13][CH:14]=1. The yield is 0.270. (5) The reactants are [Cl:1][C:2]1[CH:7]=[C:6]([OH:8])[C:5](I)=[CH:4][C:3]=1[C:10]1[CH:15]=[CH:14][CH:13]=[CH:12][C:11]=1[F:16].C([Sn](CCCC)(CCCC)[C:22]1[CH:27]=[CH:26][N:25]=[N:24][CH:23]=1)CCC.[F-].[Cs+]. The catalyst is C(#N)C.[Cu](I)I.C1C=CC([P]([Pd]([P](C2C=CC=CC=2)(C2C=CC=CC=2)C2C=CC=CC=2)([P](C2C=CC=CC=2)(C2C=CC=CC=2)C2C=CC=CC=2)[P](C2C=CC=CC=2)(C2C=CC=CC=2)C2C=CC=CC=2)(C2C=CC=CC=2)C2C=CC=CC=2)=CC=1. The product is [Cl:1][C:2]1[CH:7]=[C:6]([OH:8])[C:5]([C:22]2[CH:27]=[CH:26][N:25]=[N:24][CH:23]=2)=[CH:4][C:3]=1[C:10]1[CH:15]=[CH:14][CH:13]=[CH:12][C:11]=1[F:16]. The yield is 0.400. (6) The reactants are [N+:1]([C:4]1[CH:5]=[CH:6][C:7]([N:10]2[CH2:15][CH2:14][NH:13][C:12](=[O:16])[CH2:11]2)=[N:8][CH:9]=1)([O-:3])=[O:2].C[Si]([N-][Si](C)(C)C)(C)C.[Na+].C1COCC1.[CH2:32](Br)[C:33]1[CH:38]=[CH:37][CH:36]=[CH:35][CH:34]=1. The catalyst is CN(C=O)C.O. The product is [CH2:32]([N:13]1[CH2:14][CH2:15][N:10]([C:7]2[CH:6]=[CH:5][C:4]([N+:1]([O-:3])=[O:2])=[CH:9][N:8]=2)[CH2:11][C:12]1=[O:16])[C:33]1[CH:38]=[CH:37][CH:36]=[CH:35][CH:34]=1. The yield is 0.640.